From a dataset of Full USPTO retrosynthesis dataset with 1.9M reactions from patents (1976-2016). Predict the reactants needed to synthesize the given product. (1) The reactants are: C([Li])CCC.C(P([CH2:12][S:13]([O:16][CH2:17][CH3:18])(=[O:15])=[O:14])(CC)=O)C.[Cl:19][C:20]1[S:24][C:23]([CH:25]=O)=[CH:22][CH:21]=1. Given the product [CH2:17]([O:16][S:13]([CH:12]=[CH:25][C:23]1[S:24][C:20]([Cl:19])=[CH:21][CH:22]=1)(=[O:14])=[O:15])[CH3:18], predict the reactants needed to synthesize it. (2) The reactants are: [F:1][CH2:2][CH2:3][O:4][C:5]1[CH:6]=[C:7]([C:11](=O)[CH3:12])[CH:8]=[CH:9][CH:10]=1.[NH2:14][C:15]1[S:16]/[C:17](=[CH:21]\[C:22]2[CH:27]=[C:26]([O:28][CH3:29])[C:25]([OH:30])=[C:24]([Cl:31])[CH:23]=2)/[C:18](=[O:20])[N:19]=1. Given the product [Cl:31][C:24]1[CH:23]=[C:22](/[CH:21]=[C:17]2/[C:18](=[O:20])[N:19]3[CH:12]=[C:11]([C:7]4[CH:8]=[CH:9][CH:10]=[C:5]([O:4][CH2:3][CH2:2][F:1])[CH:6]=4)[N:14]=[C:15]3[S:16]/2)[CH:27]=[C:26]([O:28][CH3:29])[C:25]=1[OH:30], predict the reactants needed to synthesize it. (3) Given the product [F:1][C:2]1[CH:7]=[C:6]([I:8])[CH:5]=[CH:4][C:3]=1[NH:9][C:21]1[C:20]([F:22])=[C:19]2[C:14]([C:15]([CH3:23])=[N:16][CH:17]=[N:18]2)=[CH:13][C:12]=1[NH:11][S:24]([CH:27]1[CH2:28][CH2:29]1)(=[O:25])=[O:26], predict the reactants needed to synthesize it. The reactants are: [F:1][C:2]1[CH:7]=[C:6]([I:8])[CH:5]=[CH:4][C:3]=1[N:9]1[C:21]2[C:12](=[CH:13][C:14]3[C:15]([CH3:23])=[N:16][CH:17]=[N:18][C:19]=3[C:20]=2[F:22])[N:11]([S:24]([CH:27]2[CH2:29][CH2:28]2)(=[O:26])=[O:25])C1=O.C[Si](C)(C)[O-].[K+]. (4) Given the product [CH3:1][O:2][C:3]1[CH:8]=[C:7]([CH2:9][N:10]2[CH2:15][CH2:14][CH2:13][CH2:12][CH2:11]2)[CH:6]=[CH:5][C:4]=1[O:16][CH2:24][CH2:25][CH2:26][CH2:27][CH2:28][S:29][C:30]1[C:39]2[C:34](=[CH:35][C:36]([C:40]([F:43])([F:41])[F:42])=[CH:37][CH:38]=2)[N:33]=[CH:32][CH:31]=1, predict the reactants needed to synthesize it. The reactants are: [CH3:1][O:2][C:3]1[CH:8]=[C:7]([CH2:9][N:10]2[CH2:15][CH2:14][CH2:13][CH2:12][CH2:11]2)[CH:6]=[CH:5][C:4]=1[OH:16].C([O-])([O-])=O.[Cs+].[Cs+].Br[CH2:24][CH2:25][CH2:26][CH2:27][CH2:28][S:29][C:30]1[C:39]2[C:34](=[CH:35][C:36]([C:40]([F:43])([F:42])[F:41])=[CH:37][CH:38]=2)[N:33]=[CH:32][CH:31]=1. (5) Given the product [C:37]([N:44]([CH2:52][C:53]1[N:54]=[CH:55][C:56]([C:59]([NH:16][C@H:15]([C:17]([OH:19])=[O:18])[CH2:14][CH2:13][CH2:12][NH:11][C:1]([O:3][CH2:4][C:5]2[CH:10]=[CH:9][CH:8]=[CH:7][CH:6]=2)=[O:2])=[O:60])=[N:57][CH:58]=1)[CH2:45][C:46]1[CH:51]=[CH:50][CH:49]=[CH:48][N:47]=1)([O:39][C:40]([CH3:43])([CH3:42])[CH3:41])=[O:38], predict the reactants needed to synthesize it. The reactants are: [C:1]([NH:11][CH2:12][CH2:13][CH2:14][C@@H:15]([C:17]([OH:19])=[O:18])[NH2:16])([O:3][CH2:4][C:5]1[CH:10]=[CH:9][CH:8]=[CH:7][CH:6]=1)=[O:2].C(NCC)C.CCN=C=NCCCN(C)C.Cl.[C:37]([N:44]([CH2:52][C:53]1[N:54]=[CH:55][C:56]([C:59](O)=[O:60])=[N:57][CH:58]=1)[CH2:45][C:46]1[CH:51]=[CH:50][CH:49]=[CH:48][N:47]=1)([O:39][C:40]([CH3:43])([CH3:42])[CH3:41])=[O:38]. (6) Given the product [F:28][C:2]([F:1])([O:7][C:8]1[CH:9]=[CH:10][C:11]([C:14]2[O:18][C:17]([C:19]3[CH:27]=[CH:26][C:22]([C:23]([N:52]=[N+:53]=[N-:54])=[O:24])=[CH:21][CH:20]=3)=[N:16][N:15]=2)=[CH:12][CH:13]=1)[C:3]([F:5])([F:4])[F:6], predict the reactants needed to synthesize it. The reactants are: [F:1][C:2]([F:28])([O:7][C:8]1[CH:13]=[CH:12][C:11]([C:14]2[O:18][C:17]([C:19]3[CH:27]=[CH:26][C:22]([C:23](O)=[O:24])=[CH:21][CH:20]=3)=[N:16][N:15]=2)=[CH:10][CH:9]=1)[C:3]([F:6])([F:5])[F:4].C(N(CC)CC)C.P([N:52]=[N+:53]=[N-:54])(=O)(OC1C=CC=CC=1)OC1C=CC=CC=1. (7) The reactants are: Cl[C:2]1[C:7]([C:8]2[CH:13]=[CH:12][CH:11]=[C:10]([F:14])[CH:9]=2)=[CH:6][N:5]2[N:15]=[C:16]([CH3:18])[N:17]=[C:4]2[N:3]=1.[CH:19]([C:21]1[CH:26]=[CH:25][C:24](B(O)O)=[CH:23][CH:22]=1)=[O:20].C(=O)([O-])[O-].[Na+].[Na+]. Given the product [F:14][C:10]1[CH:9]=[C:8]([C:7]2[C:2]([C:24]3[CH:25]=[CH:26][C:21]([CH:19]=[O:20])=[CH:22][CH:23]=3)=[N:3][C:4]3[N:5]([N:15]=[C:16]([CH3:18])[N:17]=3)[CH:6]=2)[CH:13]=[CH:12][CH:11]=1, predict the reactants needed to synthesize it. (8) The reactants are: [CH3:1][O:2][N:3]=[C:4]([CH2:17][O:18][C:19]1[CH:24]=[CH:23][CH:22]=[C:21]([C:25]([F:28])([F:27])[F:26])[CH:20]=1)[CH2:5][N:6]1[C:10]2[CH:11]=[C:12]([CH3:16])[C:13]([NH2:15])=[CH:14][C:9]=2[N:8]=[N:7]1.COC(OC)OC.CC1C=C[C:40]([C:43](O)=O)=CC=1.[CH2:46]([NH:48][CH3:49])C. Given the product [CH2:40]([N:48]([CH3:49])[CH:46]=[N:15][C:13]1[C:12]([CH3:16])=[CH:11][C:10]2[N:6]([CH2:5][C:4](=[N:3][O:2][CH3:1])[CH2:17][O:18][C:19]3[CH:24]=[CH:23][CH:22]=[C:21]([C:25]([F:28])([F:27])[F:26])[CH:20]=3)[N:7]=[N:8][C:9]=2[CH:14]=1)[CH3:43], predict the reactants needed to synthesize it. (9) Given the product [Cl:12][C:13]1[CH:14]=[C:15]2[C:20](=[CH:21][C:22]=1[O:23][C:24]1[CH:32]=[CH:31][C:27]([C:28](=[O:29])[NH:11][CH:9]3[CH2:8][CH:7]([C:1]4[CH:6]=[CH:5][CH:4]=[CH:3][CH:2]=4)[CH2:10]3)=[CH:26][CH:25]=1)[O:19][CH2:18][CH2:17][CH:16]2[C:33]([O:35][CH2:36][CH3:37])=[O:34], predict the reactants needed to synthesize it. The reactants are: [C:1]1([CH:7]2[CH2:10][CH:9]([NH2:11])[CH2:8]2)[CH:6]=[CH:5][CH:4]=[CH:3][CH:2]=1.[Cl:12][C:13]1[CH:14]=[C:15]2[C:20](=[CH:21][C:22]=1[O:23][C:24]1[CH:32]=[CH:31][C:27]([C:28](O)=[O:29])=[CH:26][CH:25]=1)[O:19][CH2:18][CH2:17][CH:16]2[C:33]([O:35][CH2:36][CH3:37])=[O:34].Cl.C(N=C=NCCCN(C)C)C.